From a dataset of NCI-60 drug combinations with 297,098 pairs across 59 cell lines. Regression. Given two drug SMILES strings and cell line genomic features, predict the synergy score measuring deviation from expected non-interaction effect. (1) Drug 1: CS(=O)(=O)C1=CC(=C(C=C1)C(=O)NC2=CC(=C(C=C2)Cl)C3=CC=CC=N3)Cl. Drug 2: CN1CCC(CC1)COC2=C(C=C3C(=C2)N=CN=C3NC4=C(C=C(C=C4)Br)F)OC. Cell line: SF-539. Synergy scores: CSS=11.3, Synergy_ZIP=-1.74, Synergy_Bliss=1.71, Synergy_Loewe=-9.04, Synergy_HSA=2.48. (2) Drug 1: C1=CC=C(C(=C1)C(C2=CC=C(C=C2)Cl)C(Cl)Cl)Cl. Drug 2: CCCCCOC(=O)NC1=NC(=O)N(C=C1F)C2C(C(C(O2)C)O)O. Cell line: HS 578T. Synergy scores: CSS=-2.62, Synergy_ZIP=-1.01, Synergy_Bliss=-4.98, Synergy_Loewe=-2.67, Synergy_HSA=-5.25. (3) Drug 1: CC1=C(C=C(C=C1)NC(=O)C2=CC=C(C=C2)CN3CCN(CC3)C)NC4=NC=CC(=N4)C5=CN=CC=C5. Drug 2: CC1=C(C(=CC=C1)Cl)NC(=O)C2=CN=C(S2)NC3=CC(=NC(=N3)C)N4CCN(CC4)CCO. Cell line: SF-295. Synergy scores: CSS=3.92, Synergy_ZIP=-0.137, Synergy_Bliss=0.143, Synergy_Loewe=-3.09, Synergy_HSA=-0.615.